From a dataset of Full USPTO retrosynthesis dataset with 1.9M reactions from patents (1976-2016). Predict the reactants needed to synthesize the given product. Given the product [C:14]([Cl:9])(=[O:13])[C:15]1[CH:20]=[CH:19][CH:18]=[CH:17][CH:16]=1, predict the reactants needed to synthesize it. The reactants are: C(N(CC)CC)C.C(Cl)(Cl)[Cl:9].C[O:13][C:14](=O)[C:15]1[CH:20]=[CH:19][CH:18]=[CH:17][C:16]=1NC(=O)CC1C=CC(OC2C=CC(O[C@H]3CC[C@@H](N)CC3)=CC=2)=CC=1.